Task: Predict the reaction yield, written as a fraction of the theoretical maximum amount of product (1.0 means a 100% yield; for example, 0.34 means a 34% yield).. Dataset: Reaction yield outcomes from USPTO patents with 853,638 reactions (1) The reactants are [F:1][C:2]1[CH:3]=[C:4](B(O)O)[CH:5]=[CH:6][CH:7]=1.[C:11](=[O:14])([O-])[O-].[K+].[K+].[OH2:17]. The catalyst is O1CCOCC1.C1C=CC([P]([Pd]([P](C2C=CC=CC=2)(C2C=CC=CC=2)C2C=CC=CC=2)([P](C2C=CC=CC=2)(C2C=CC=CC=2)C2C=CC=CC=2)[P](C2C=CC=CC=2)(C2C=CC=CC=2)C2C=CC=CC=2)(C2C=CC=CC=2)C2C=CC=CC=2)=CC=1. The product is [CH2:7]([C:2]1[O:17][C:6]2[C:7]([C:11](=[O:14])[C:3]=1[C:4]1[CH:5]=[CH:6][CH:7]=[C:2]([F:1])[CH:3]=1)=[C:2]([F:1])[CH:3]=[CH:4][CH:5]=2)[CH3:6]. The yield is 0.440. (2) The reactants are [H-].[Na+].[NH2:3][C:4]1[N:9]=[C:8]([CH2:10][C:11]2[C:16]([Cl:17])=[CH:15][CH:14]=[CH:13][C:12]=2[Cl:18])[N:7]=[C:6]([NH:19][C:20]2[CH:27]=[CH:26][C:23]([C:24]#[N:25])=[CH:22][CH:21]=2)[N:5]=1.C[O:29][C:30](=[O:33])[CH2:31]Cl.[CH3:34]N(C=O)C. No catalyst specified. The product is [CH3:34][CH:31]([C:30]([OH:29])=[O:33])[N:19]([C:20]1[CH:21]=[CH:22][C:23]([C:24]#[N:25])=[CH:26][CH:27]=1)[C:6]1[N:5]=[C:4]([NH2:3])[N:9]=[C:8]([CH2:10][C:11]2[C:16]([Cl:17])=[CH:15][CH:14]=[CH:13][C:12]=2[Cl:18])[N:7]=1. The yield is 0.194. (3) The reactants are I[CH2:2][C@@H:3]([CH3:16])[CH2:4][N:5]1[C:14]2[C:9](=[CH:10][CH:11]=[CH:12][CH:13]=2)[CH2:8][CH2:7][C:6]1=[O:15].[CH2:17]([CH:21]1[CH2:27][CH:26]2[NH:28][CH:23]([CH2:24][CH2:25]2)[CH2:22]1)[CH2:18][CH2:19][CH3:20]. The catalyst is CC#N. The product is [CH2:17]([CH:21]1[CH2:22][CH:23]2[N:28]([CH2:2][C@@H:3]([CH3:16])[CH2:4][N:5]3[C:14]4[C:9](=[CH:10][CH:11]=[CH:12][CH:13]=4)[CH2:8][CH2:7][C:6]3=[O:15])[CH:26]([CH2:25][CH2:24]2)[CH2:27]1)[CH2:18][CH2:19][CH3:20]. The yield is 0.300. (4) The reactants are C(O[C:6](=O)[N:7]([C@H:9]([C:11](=[O:43])[NH:12][C@@H:13]1[C:19](=[O:20])[N:18]([CH2:21][C:22]2[C:31]3[C:26](=[CH:27][C:28]([C:32]4[NH:36][N:35]=[N:34][N:33]=4)=[CH:29][CH:30]=3)[CH:25]=[CH:24][C:23]=2[O:37][CH3:38])[C:17]2[CH:39]=[CH:40][CH:41]=[CH:42][C:16]=2[CH2:15][CH2:14]1)[CH3:10])C)(C)(C)C.[ClH:45].CO. The catalyst is CCOCC. The product is [ClH:45].[CH3:38][O:37][C:23]1[CH:24]=[CH:25][C:26]2[C:31](=[CH:30][CH:29]=[C:28]([C:32]3[NH:33][N:34]=[N:35][N:36]=3)[CH:27]=2)[C:22]=1[CH2:21][N:18]1[C:19](=[O:20])[C@@H:13]([NH:12][C:11](=[O:43])[C@@H:9]([NH:7][CH3:6])[CH3:10])[CH2:14][CH2:15][C:16]2[CH:42]=[CH:41][CH:40]=[CH:39][C:17]1=2. The yield is 0.680. (5) The reactants are O=[C:2]([NH:8][NH:9][C:10](=O)[CH2:11][CH2:12][C:13]#[CH:14])[C:3]([O:5][CH2:6][CH3:7])=[O:4].P12(SP3(SP(SP(S3)(S1)=S)(=S)S2)=S)=[S:17]. The catalyst is C1(C)C=CC=CC=1. The product is [CH2:11]([C:10]1[S:17][C:2]([C:3]([O:5][CH2:6][CH3:7])=[O:4])=[N:8][N:9]=1)[CH2:12][C:13]#[CH:14]. The yield is 0.220. (6) The reactants are [C:1]([C:4]1[CH:5]=[C:6]([Cl:21])[C:7]([CH3:20])=[C:8]([C:18]#N)[C:9]=1[C:10]1[CH:15]=[C:14]([F:16])[CH:13]=[C:12]([F:17])[CH:11]=1)(=[O:3])[CH3:2].[H-].C([Al+]CC(C)C)C(C)C.CCCCCC.Cl.[OH2:39]. The catalyst is C(Cl)Cl. The product is [Cl:21][C:6]1[C:7]([CH3:20])=[C:8]([CH:18]=[O:39])[C:9]([C:10]2[CH:15]=[C:14]([F:16])[CH:13]=[C:12]([F:17])[CH:11]=2)=[C:4]([CH:1]([OH:3])[CH3:2])[CH:5]=1. The yield is 0.970.